This data is from Catalyst prediction with 721,799 reactions and 888 catalyst types from USPTO. The task is: Predict which catalyst facilitates the given reaction. (1) Reactant: [CH2:1]([N:3]1[C:7]2=[N:8][C:9]([CH2:29][CH3:30])=[C:10]([CH2:19][NH:20][C:21]([C:23]3([C:26](O)=[O:27])[CH2:25][CH2:24]3)=[O:22])[C:11]([NH:12][CH:13]3[CH2:18][CH2:17][O:16][CH2:15][CH2:14]3)=[C:6]2[CH:5]=[N:4]1)[CH3:2].[NH2:31][CH2:32][C:33]1[CH:34]=[C:35]([C:39]2[CH:44]=[CH:43][CH:42]=[C:41]([CH2:45][CH:46]3[CH2:51][CH2:50][N:49]([C:52]([O:54][C:55]([CH3:58])([CH3:57])[CH3:56])=[O:53])[CH2:48][CH2:47]3)[CH:40]=2)[CH:36]=[CH:37][CH:38]=1.CN(C(ON1N=NC2C=CC=CC1=2)=[N+](C)C)C.F[P-](F)(F)(F)(F)F.CCN(CC)CC. Product: [CH2:1]([N:3]1[C:7]2=[N:8][C:9]([CH2:29][CH3:30])=[C:10]([CH2:19][NH:20][C:21]([C:23]3([C:26]([NH:31][CH2:32][C:33]4[CH:34]=[C:35]([C:39]5[CH:44]=[CH:43][CH:42]=[C:41]([CH2:45][CH:46]6[CH2:51][CH2:50][N:49]([C:52]([O:54][C:55]([CH3:58])([CH3:57])[CH3:56])=[O:53])[CH2:48][CH2:47]6)[CH:40]=5)[CH:36]=[CH:37][CH:38]=4)=[O:27])[CH2:25][CH2:24]3)=[O:22])[C:11]([NH:12][CH:13]3[CH2:18][CH2:17][O:16][CH2:15][CH2:14]3)=[C:6]2[CH:5]=[N:4]1)[CH3:2]. The catalyst class is: 2. (2) Reactant: C[O:2][C:3](=[O:32])[CH2:4][O:5][C:6]1[CH:14]=[C:13]2[CH2:15][CH2:16][CH2:17][C:12]2=[C:11]2[C:7]=1[C:8]([C:27](=[O:31])[C:28]([NH2:30])=[O:29])=[C:9]([CH3:26])[N:10]2[CH2:18][C:19]1[CH:24]=[CH:23][CH:22]=[C:21]([F:25])[CH:20]=1.[OH-].[Li+]. Product: [OH2:2].[NH2:30][C:28](=[O:29])[C:27]([C:8]1[C:7]2[C:11](=[C:12]3[CH2:17][CH2:16][CH2:15][C:13]3=[CH:14][C:6]=2[O:5][CH2:4][C:3]([OH:32])=[O:2])[N:10]([CH2:18][C:19]2[CH:24]=[CH:23][CH:22]=[C:21]([F:25])[CH:20]=2)[C:9]=1[CH3:26])=[O:31]. The catalyst class is: 83. (3) Reactant: [Cl:1][C:2]1[C:3]([CH3:12])=[C:4]([NH:8][C:9](=[O:11])[CH3:10])[CH:5]=[CH:6][CH:7]=1.[Br:13]Br.O. Product: [Br:13][C:7]1[CH:6]=[CH:5][C:4]([NH:8][C:9](=[O:11])[CH3:10])=[C:3]([CH3:12])[C:2]=1[Cl:1]. The catalyst class is: 15. (4) Reactant: [CH2:1]([O:3][C:4]([CH:6]1[CH:11]([CH3:12])[CH2:10][CH2:9][NH:8][CH2:7]1)=[O:5])[CH3:2].[C:13]([O:17][C:18](O[C:18]([O:17][C:13]([CH3:16])([CH3:15])[CH3:14])=[O:19])=[O:19])([CH3:16])([CH3:15])[CH3:14]. Product: [CH2:1]([O:3][C:4]([CH:6]1[CH:11]([CH3:12])[CH2:10][CH2:9][N:8]([C:18]([O:17][C:13]([CH3:16])([CH3:15])[CH3:14])=[O:19])[CH2:7]1)=[O:5])[CH3:2]. The catalyst class is: 453. (5) Reactant: [NH3:1].[CH2:2]([NH:9][C:10](=[O:25])[CH2:11][C:12]1[CH:21]=[CH:20][C:19]2[O:18][C:17]([CH3:23])([CH3:22])[CH:16]3[O:24][CH:15]3[C:14]=2[CH:13]=1)[C:3]1[CH:8]=[CH:7][CH:6]=[CH:5][CH:4]=1.O. Product: [NH2:1][CH:15]1[C:14]2[C:19](=[CH:20][CH:21]=[C:12]([CH2:11][C:10]([NH:9][CH2:2][C:3]3[CH:8]=[CH:7][CH:6]=[CH:5][CH:4]=3)=[O:25])[CH:13]=2)[O:18][C:17]([CH3:23])([CH3:22])[CH:16]1[OH:24]. The catalyst class is: 8. (6) Reactant: [Br:1][C:2]1[CH:7]=[C:6]([Cl:8])[CH:5]=[CH:4][C:3]=1[C:9](=[O:35])[CH2:10][C:11]([C:13]1[C:14](O)=[C:15]([CH:23]2[CH2:27][CH2:26][N:25]([CH3:28])[CH:24]2[CH2:29][O:30]C(=O)C)[C:16]([O:21][CH3:22])=[CH:17][C:18]=1[O:19][CH3:20])=[O:12].C([O-])(O)=O.[Na+]. Product: [Br:1][C:2]1[CH:7]=[C:6]([Cl:8])[CH:5]=[CH:4][C:3]=1[C:9]1[O:35][C:14]2[C:13]([C:11](=[O:12])[CH:10]=1)=[C:18]([O:19][CH3:20])[CH:17]=[C:16]([O:21][CH3:22])[C:15]=2[C@@H:23]1[CH2:27][CH2:26][N:25]([CH3:28])[C@H:24]1[CH2:29][OH:30]. The catalyst class is: 33. (7) Reactant: [F:1][C:2]1[CH:3]=[CH:4][C:5]([O:31][CH3:32])=[C:6]([C:8]2[CH:13]=[CH:12][N:11]=[C:10]3[NH:14][C:15]([C:17]4[CH2:22][CH2:21][N:20]([CH2:23][C:24]([O:26]C(C)(C)C)=[O:25])[CH2:19][CH:18]=4)=[CH:16][C:9]=23)[CH:7]=1.FC(F)(F)C(O)=O. Product: [F:1][C:2]1[CH:3]=[CH:4][C:5]([O:31][CH3:32])=[C:6]([C:8]2[CH:13]=[CH:12][N:11]=[C:10]3[NH:14][C:15]([C:17]4[CH2:22][CH2:21][N:20]([CH2:23][C:24]([OH:26])=[O:25])[CH2:19][CH:18]=4)=[CH:16][C:9]=23)[CH:7]=1. The catalyst class is: 4. (8) Reactant: [Br:1][C:2]1[CH:23]=[CH:22][C:5](/[CH:6]=[CH:7]\[C:8]2[CH:13]=[CH:12][CH:11]=[CH:10][C:9]=2[NH:14]C(=O)OC(C)(C)C)=[C:4]([CH:24]=O)[CH:3]=1.CCOC(C)=O.[BH4-].[Na+]. Product: [Br:1][C:2]1[CH:23]=[CH:22][C:5]2[CH:6]=[CH:7][C:8]3[CH:13]=[CH:12][CH:11]=[CH:10][C:9]=3[NH:14][CH2:24][C:4]=2[CH:3]=1. The catalyst class is: 126. (9) Reactant: [N:1]1[CH:6]=[CH:5][CH:4]=[CH:3][C:2]=1[C:7]1[N:11]=[C:10]([C:12]2[CH:17]=[C:16](Br)[CH:15]=[CH:14][C:13]=2[O:19][CH3:20])[O:9][N:8]=1.O.[CH3:22][N:23](C)C=O. Product: [N:1]1[CH:6]=[CH:5][CH:4]=[CH:3][C:2]=1[C:7]1[N:11]=[C:10]([C:12]2[CH:17]=[C:16]([C:22]#[N:23])[CH:15]=[CH:14][C:13]=2[O:19][CH3:20])[O:9][N:8]=1. The catalyst class is: 267.